This data is from Reaction yield outcomes from USPTO patents with 853,638 reactions. The task is: Predict the reaction yield, written as a fraction of the theoretical maximum amount of product (1.0 means a 100% yield; for example, 0.34 means a 34% yield). (1) The reactants are [CH3:1][C:2]1[C:11]2[C:6](=[CH:7][CH:8]=[CH:9][CH:10]=2)[C:5]([N+:12]([O-])=O)=[CH:4][C:3]=1N. The catalyst is C(O)C.[Ni]. The product is [CH3:1][C:2]1[C:11]2[C:6](=[CH:7][CH:8]=[CH:9][CH:10]=2)[C:5]([NH2:12])=[CH:4][CH:3]=1. The yield is 0.750. (2) The reactants are [NH2:1][C@@H:2]1[CH2:6][CH2:5][N:4]([C:7]2[CH:36]=[CH:35][C:10]([C:11]([NH:13][C:14]3[CH:15]=[C:16]([C:28]4[CH:33]=[CH:32][C:31]([F:34])=[CH:30][CH:29]=4)[CH:17]=[CH:18][C:19]=3[NH:20][C:21](=[O:27])[O:22][C:23]([CH3:26])([CH3:25])[CH3:24])=[O:12])=[CH:9][CH:8]=2)[CH2:3]1.[CH3:37][S:38](Cl)(=[O:40])=[O:39].C([O-])(O)=O.[Na+]. The catalyst is C(Cl)Cl. The product is [F:34][C:31]1[CH:30]=[CH:29][C:28]([C:16]2[CH:17]=[CH:18][C:19]([NH:20][C:21](=[O:27])[O:22][C:23]([CH3:26])([CH3:25])[CH3:24])=[C:14]([NH:13][C:11](=[O:12])[C:10]3[CH:9]=[CH:8][C:7]([N:4]4[CH2:5][CH2:6][C@@H:2]([NH:1][S:38]([CH3:37])(=[O:40])=[O:39])[CH2:3]4)=[CH:36][CH:35]=3)[CH:15]=2)=[CH:33][CH:32]=1. The yield is 0.880. (3) The reactants are [NH:1]1[C:9]2[CH:8]=[CH:7][CH:6]=[C:5]([C:10]([O:12][CH3:13])=[O:11])[C:4]=2[CH:3]=[CH:2]1.C[Si](C)(C)[N-][Si](C)(C)C.[K+].[CH2:24]([O:26][CH2:27]Cl)[CH3:25]. The catalyst is C1COCC1. The product is [CH2:24]([O:26][CH2:27][N:1]1[C:9]2[CH:8]=[CH:7][CH:6]=[C:5]([C:10]([O:12][CH3:13])=[O:11])[C:4]=2[CH:3]=[CH:2]1)[CH3:25]. The yield is 0.750. (4) The reactants are [NH2:1][CH2:2][C:3]1[CH:16]=[CH:15][C:14]2[O:13][C:12]3[C:7]4=[C:8]([C:17](=[O:20])[NH:18][N:19]=[C:6]4[C:5]=2[CH:4]=1)[CH:9]=[CH:10][CH:11]=3.[P:21](Cl)([O:26][CH2:27][CH3:28])([O:23][CH2:24][CH3:25])=[O:22]. The catalyst is CN(C=O)C. The product is [CH2:24]([O:23][P:21]([NH:1][CH2:2][C:3]1[CH:16]=[CH:15][C:14]2[O:13][C:12]3[C:7]4=[C:8]([C:17](=[O:20])[NH:18][N:19]=[C:6]4[C:5]=2[CH:4]=1)[CH:9]=[CH:10][CH:11]=3)(=[O:22])[O:26][CH2:27][CH3:28])[CH3:25]. The yield is 0.500. (5) The reactants are Br[CH2:2][C:3]1[CH:8]=[C:7]([C:9]2[CH:10]=[N:11][C:12]([C:15]([F:18])([F:17])[F:16])=[N:13][CH:14]=2)[C:6]([O:19][CH:20]([F:22])[F:21])=[CH:5][N:4]=1.[NH3:23]. The catalyst is O1CCOCC1. The product is [F:21][CH:20]([F:22])[O:19][C:6]1[C:7]([C:9]2[CH:10]=[N:11][C:12]([C:15]([F:18])([F:17])[F:16])=[N:13][CH:14]=2)=[CH:8][C:3]([CH2:2][NH2:23])=[N:4][CH:5]=1. The yield is 0.220. (6) The reactants are [CH3:1][O:2][C:3]1[CH:8]=[CH:7][C:6]([N+:9]([O-])=O)=[CH:5][C:4]=1[C:12]1[N:16]([CH3:17])[N:15]=[CH:14][CH:13]=1.O.O.Cl[Sn]Cl. The catalyst is CCO. The product is [CH3:1][O:2][C:3]1[CH:8]=[CH:7][C:6]([NH2:9])=[CH:5][C:4]=1[C:12]1[N:16]([CH3:17])[N:15]=[CH:14][CH:13]=1. The yield is 0.870. (7) The reactants are [Cl:1][C:2]1[C:14]([I:15])=[CH:13][C:5]2[C:6](=[O:12])[CH2:7][CH2:8][C:9](=[O:11])[NH:10][C:4]=2[CH:3]=1.[CH3:16][N:17]([CH:19](OC)OC)[CH3:18].CCOCC. The catalyst is C1COCC1. The product is [Cl:1][C:2]1[C:14]([I:15])=[CH:13][C:5]2[C:6](=[O:12])/[C:7](=[CH:16]\[N:17]([CH3:19])[CH3:18])/[CH2:8][C:9](=[O:11])[NH:10][C:4]=2[CH:3]=1. The yield is 0.820. (8) The reactants are [CH3:1][O:2][C:3]1[CH:4]=[CH:5][C:6]2[CH2:12][CH2:11][NH:10][C:9](=O)[CH2:8][C:7]=2[CH:14]=1.B. The yield is 0.550. The catalyst is O1CCCC1. The product is [CH3:1][O:2][C:3]1[CH:4]=[CH:5][C:6]2[CH2:12][CH2:11][NH:10][CH2:9][CH2:8][C:7]=2[CH:14]=1. (9) The reactants are [C:1]1([CH:7]2[CH2:12][CH2:11][C:10](=O)[CH2:9][CH2:8]2)[CH:6]=[CH:5][CH:4]=[CH:3][CH:2]=1.[C:14]1([CH:20]([C:22]2[CH:27]=[CH:26][CH:25]=[CH:24][CH:23]=2)[NH2:21])[CH:19]=[CH:18][CH:17]=[CH:16][CH:15]=1.C(O[BH-](OC(=O)C)OC(=O)C)(=O)C.[Na+]. The catalyst is ClCCCl. The product is [CH:20]([NH:21][C@H:10]1[CH2:11][CH2:12][C@@H:7]([C:1]2[CH:6]=[CH:5][CH:4]=[CH:3][CH:2]=2)[CH2:8][CH2:9]1)([C:22]1[CH:23]=[CH:24][CH:25]=[CH:26][CH:27]=1)[C:14]1[CH:19]=[CH:18][CH:17]=[CH:16][CH:15]=1.[CH:20]([NH:21][C@H:10]1[CH2:11][CH2:12][C@H:7]([C:1]2[CH:6]=[CH:5][CH:4]=[CH:3][CH:2]=2)[CH2:8][CH2:9]1)([C:22]1[CH:23]=[CH:24][CH:25]=[CH:26][CH:27]=1)[C:14]1[CH:19]=[CH:18][CH:17]=[CH:16][CH:15]=1. The yield is 0.749. (10) The reactants are Cl.[K].NC1C=CC(F)=CC=1S.O.[C:13]1([CH3:23])[CH:18]=[CH:17][C:16]([S:19]([OH:22])(=[O:21])=[O:20])=[CH:15][CH:14]=1. The catalyst is O1CCCC1.O. The product is [CH3:23][C:13]1[CH:18]=[CH:17][C:16]([S:19]([OH:22])(=[O:21])=[O:20])=[CH:15][CH:14]=1. The yield is 0.756.